Dataset: Catalyst prediction with 721,799 reactions and 888 catalyst types from USPTO. Task: Predict which catalyst facilitates the given reaction. (1) Reactant: C(OC([N:8]1[CH2:13][CH2:12][CH:11]([C:14]2[N:19]3[N:20]=[C:21]4[C:26]([C:25]([C:27]([OH:29])=[O:28])=[CH:24][CH:23]=[CH:22]4)=[C:18]3[NH:17][C:16](=[O:30])[CH:15]=2)[CH2:10][CH2:9]1)=O)(C)(C)C.[ClH:31]. Product: [ClH:31].[O:30]=[C:16]1[CH:15]=[C:14]([CH:11]2[CH2:12][CH2:13][NH:8][CH2:9][CH2:10]2)[N:19]2[N:20]=[C:21]3[C:26]([C:25]([C:27]([OH:29])=[O:28])=[CH:24][CH:23]=[CH:22]3)=[C:18]2[NH:17]1. The catalyst class is: 12. (2) Reactant: [CH2:1]([O:3][C:4](=[O:16])[C:5](=O)[CH2:6][C:7](=[O:14])[C:8]1[CH:13]=[CH:12][CH:11]=[CH:10][CH:9]=1)C.Cl.[NH2:18]O. Product: [CH3:1][O:3][C:4]([C:5]1[CH:6]=[C:7]([C:8]2[CH:13]=[CH:12][CH:11]=[CH:10][CH:9]=2)[O:14][N:18]=1)=[O:16]. The catalyst class is: 5. (3) Reactant: Br[C:2]1[CH:3]=[CH:4][C:5]([C:8]2[N:9]=[N:10][N:11]([CH3:13])[N:12]=2)=[N:6][CH:7]=1.[B:14]1([B:14]2[O:18][C:17]([CH3:20])([CH3:19])[C:16]([CH3:22])([CH3:21])[O:15]2)[O:18][C:17]([CH3:20])([CH3:19])[C:16]([CH3:22])([CH3:21])[O:15]1.CC([O-])=O.[K+]. Product: [CH3:13][N:11]1[N:10]=[N:9][C:8]([C:5]2[CH:4]=[CH:3][C:2]([B:14]3[O:18][C:17]([CH3:20])([CH3:19])[C:16]([CH3:22])([CH3:21])[O:15]3)=[CH:7][N:6]=2)=[N:12]1. The catalyst class is: 16. (4) Product: [NH:8]1[C:5]2=[N:6][CH:7]=[C:2]([C:18]#[N:19])[CH:3]=[C:4]2[CH:10]=[CH:9]1. Reactant: Br[C:2]1[CH:3]=[C:4]2[CH:10]=[CH:9][NH:8][C:5]2=[N:6][CH:7]=1.O.C(OCC)(=O)C.[CH3:18][N:19]1CCCC1=O. The catalyst class is: 267. (5) Reactant: [CH3:1][C:2]1[O:3][C:4]2[CH:10]=[C:9]([CH2:11][OH:12])[CH:8]=[CH:7][C:5]=2[N:6]=1.[Cr](Cl)([O-])(=O)=O.[NH+]1C=CC=CC=1. Product: [CH3:1][C:2]1[O:3][C:4]2[CH:10]=[C:9]([CH:11]=[O:12])[CH:8]=[CH:7][C:5]=2[N:6]=1. The catalyst class is: 96. (6) Reactant: [NH2:1][C:2]1[CH:10]=[CH:9][C:8]([I:11])=[CH:7][C:3]=1[C:4](O)=[O:5].[CH:12]([NH2:14])=O. Product: [I:11][C:8]1[CH:7]=[C:3]2[C:2](=[CH:10][CH:9]=1)[N:1]=[CH:12][N:14]=[C:4]2[OH:5]. The catalyst class is: 6.